From a dataset of Reaction yield outcomes from USPTO patents with 853,638 reactions. Predict the reaction yield, written as a fraction of the theoretical maximum amount of product (1.0 means a 100% yield; for example, 0.34 means a 34% yield). (1) The reactants are Br[CH2:2][CH2:3][CH2:4][CH2:5][C:6]([CH3:21])([C:15]1[CH:20]=[CH:19][CH:18]=[CH:17][CH:16]=1)[CH2:7][O:8][CH:9]1[CH2:14][CH2:13][CH2:12][CH2:11][O:10]1.[Br:22][CH2:23]CCCCC(C)(C1C=CC=CC=1)CO.O1C=CCCC1. The catalyst is O.C1(C)C=CC(S(O)(=O)=O)=CC=1. The product is [Br:22][CH2:23][CH2:2][CH2:3][CH2:4][CH2:5][C:6]([CH3:21])([C:15]1[CH:20]=[CH:19][CH:18]=[CH:17][CH:16]=1)[CH2:7][O:8][CH:9]1[CH2:14][CH2:13][CH2:12][CH2:11][O:10]1. The yield is 0.760. (2) The product is [F:8][C:4]1[N:3]=[C:2]([O:9][CH2:10][C:11]2[CH:18]=[CH:17][C:14]([C:15]#[N:16])=[CH:13][CH:12]=2)[CH:7]=[CH:6][CH:5]=1. The catalyst is CN(C)C=O. The yield is 0.610. The reactants are F[C:2]1[CH:7]=[CH:6][CH:5]=[C:4]([F:8])[N:3]=1.[OH:9][CH2:10][C:11]1[CH:18]=[CH:17][C:14]([C:15]#[N:16])=[CH:13][CH:12]=1.[H-].[Na+]. (3) The reactants are [F:1][C:2]1[CH:7]=[CH:6][CH:5]=[CH:4][C:3]=1[N:8]1[CH2:13][CH2:12][N:11]([C:14](=[NH:27])[CH2:15][N:16]2[C:20]([CH3:21])=[CH:19][CH:18]=[C:17]2[C:22]([O:24]CC)=O)[CH2:10][CH2:9]1.C(N(CC)C(C)C)(C)C. The catalyst is O1CCCC1. The product is [F:1][C:2]1[CH:7]=[CH:6][CH:5]=[CH:4][C:3]=1[N:8]1[CH2:9][CH2:10][N:11]([C:14]2[NH:27][C:22](=[O:24])[C:17]3[N:16]([C:20]([CH3:21])=[CH:19][CH:18]=3)[CH:15]=2)[CH2:12][CH2:13]1. The yield is 0.875. (4) The reactants are C(OC([N:8](C(OC(C)(C)C)=O)[C:9]1[N:14]=[CH:13][C:12]([C:15]2[N:23]=[C:22]3[C:18]([N:19]=[C:20]([Cl:36])[N:21]3[C@H:24]3[CH2:28][CH2:27][N:26](C(OC(C)(C)C)=O)[CH2:25]3)=[C:17]([N:37]3[CH2:42][CH2:41][O:40][CH2:39][CH2:38]3)[N:16]=2)=[CH:11][N:10]=1)=O)(C)(C)C.FC(F)(F)C(O)=O.C(N(CC)CC)C.[CH3:64][S:65](Cl)(=[O:67])=[O:66]. The catalyst is C(Cl)Cl. The product is [Cl:36][C:20]1[N:21]([C@H:24]2[CH2:28][CH2:27][N:26]([S:65]([CH3:64])(=[O:67])=[O:66])[CH2:25]2)[C:22]2[C:18]([N:19]=1)=[C:17]([N:37]1[CH2:42][CH2:41][O:40][CH2:39][CH2:38]1)[N:16]=[C:15]([C:12]1[CH:13]=[N:14][C:9]([NH2:8])=[N:10][CH:11]=1)[N:23]=2. The yield is 0.420. (5) The reactants are C(OC([N:8]1[CH2:12][CH2:11][CH2:10][CH:9]1[CH2:13][O:14][C:15]1[CH:20]=[CH:19][C:18]([O:21][CH2:22][C:23]#[CH:24])=[CH:17][CH:16]=1)=O)(C)(C)C.[ClH:25]. The catalyst is O1CCOCC1. The product is [ClH:25].[CH2:22]([O:21][C:18]1[CH:19]=[CH:20][C:15]([O:14][CH2:13][C@H:9]2[CH2:10][CH2:11][CH2:12][NH:8]2)=[CH:16][CH:17]=1)[C:23]#[CH:24]. The yield is 1.00. (6) The reactants are [F:1][C:2]1[CH:11]=[C:10]([O:12][CH3:13])[CH:9]=[CH:8][C:3]=1[C:4]([NH:6][NH2:7])=[O:5].CS[C:16](=[NH:18])[NH2:17].[OH-].[Na+]. The catalyst is O. The product is [NH2:17][C:16](=[N:7][NH:6][C:4](=[O:5])[C:3]1[CH:8]=[CH:9][C:10]([O:12][CH3:13])=[CH:11][C:2]=1[F:1])[NH2:18]. The yield is 0.420. (7) The reactants are [CH:1]1([NH:6][C:7]2[N:12]3[N:13]=[C:14]([C:19]4[CH:24]=[CH:23][C:22]([O:25][CH3:26])=[CH:21][CH:20]=4)[C:15]([C:16](=[O:18])[CH3:17])=[C:11]3[CH:10]=[CH:9][CH:8]=2)[CH2:5][CH2:4][CH2:3][CH2:2]1.O.CO[CH:30](OC)[N:31]([CH3:33])[CH3:32]. No catalyst specified. The product is [CH:1]1([NH:6][C:7]2[N:12]3[N:13]=[C:14]([C:19]4[CH:20]=[CH:21][C:22]([O:25][CH3:26])=[CH:23][CH:24]=4)[C:15]([C:16](=[O:18])/[CH:17]=[CH:30]/[N:31]([CH3:33])[CH3:32])=[C:11]3[CH:10]=[CH:9][CH:8]=2)[CH2:2][CH2:3][CH2:4][CH2:5]1. The yield is 0.930.